Dataset: Full USPTO retrosynthesis dataset with 1.9M reactions from patents (1976-2016). Task: Predict the reactants needed to synthesize the given product. (1) Given the product [CH2:1]([O:8][C@@H:9]1[C@@H:14]([O:15][CH2:16][C:17]2[CH:22]=[CH:21][CH:20]=[CH:19][CH:18]=2)[C@H:13]([O:23][CH2:24][C:25]2[CH:30]=[CH:29][CH:28]=[CH:27][CH:26]=2)[C@@H:12]([CH2:31][O:32][CH2:33][C:34]2[CH:39]=[CH:38][CH:37]=[CH:36][CH:35]=2)[O:11][C@H:10]1[C:40]1[C:48]2[C:43](=[C:44]([CH3:49])[CH:45]=[CH:46][CH:47]=2)[N:42]([CH2:50][C:51]2[CH:56]=[CH:55][C:54]([C:57]([O:59][CH2:61][CH2:62][O:63][CH2:64][C:65]3[CH:70]=[CH:69][CH:68]=[CH:67][CH:66]=3)=[O:58])=[CH:53][CH:52]=2)[CH:41]=1)[C:2]1[CH:3]=[CH:4][CH:5]=[CH:6][CH:7]=1, predict the reactants needed to synthesize it. The reactants are: [CH2:1]([O:8][C@@H:9]1[C@@H:14]([O:15][CH2:16][C:17]2[CH:22]=[CH:21][CH:20]=[CH:19][CH:18]=2)[C@H:13]([O:23][CH2:24][C:25]2[CH:30]=[CH:29][CH:28]=[CH:27][CH:26]=2)[C@@H:12]([CH2:31][O:32][CH2:33][C:34]2[CH:39]=[CH:38][CH:37]=[CH:36][CH:35]=2)[O:11][C@H:10]1[C:40]1[C:48]2[C:43](=[C:44]([CH3:49])[CH:45]=[CH:46][CH:47]=2)[N:42]([CH2:50][C:51]2[CH:56]=[CH:55][C:54]([C:57]([OH:59])=[O:58])=[CH:53][CH:52]=2)[CH:41]=1)[C:2]1[CH:7]=[CH:6][CH:5]=[CH:4][CH:3]=1.Br[CH2:61][CH2:62][O:63][CH2:64][C:65]1[CH:70]=[CH:69][CH:68]=[CH:67][CH:66]=1.C(=O)([O-])[O-].[Cs+].[Cs+].[I-].[Na+].Cl. (2) Given the product [F:1][C:2]1[CH:7]=[C:6]([F:8])[CH:5]=[CH:4][C:3]=1[C:9]1[N:10]=[C:11](/[CH:14]=[CH:15]/[C:16]2[CH:17]=[CH:18][C:19]([C:22]3[CH:27]=[CH:26][CH:25]=[C:24]([C:28]([F:30])([F:31])[F:29])[CH:23]=3)=[CH:20][CH:21]=2)[N:12]([CH2:39][C:38]2[CH:41]=[CH:42][C:35]([N+:32]([O-:34])=[O:33])=[CH:36][CH:37]=2)[CH:13]=1, predict the reactants needed to synthesize it. The reactants are: [F:1][C:2]1[CH:7]=[C:6]([F:8])[CH:5]=[CH:4][C:3]=1[C:9]1[N:10]=[C:11](/[CH:14]=[CH:15]/[C:16]2[CH:21]=[CH:20][C:19]([C:22]3[CH:27]=[CH:26][CH:25]=[C:24]([C:28]([F:31])([F:30])[F:29])[CH:23]=3)=[CH:18][CH:17]=2)[NH:12][CH:13]=1.[N+:32]([C:35]1[CH:42]=[CH:41][C:38]([CH2:39]Br)=[CH:37][CH:36]=1)([O-:34])=[O:33]. (3) Given the product [F:1][C:2]1[CH:7]=[CH:6][C:5]([N+:8]([O-:10])=[O:9])=[C:4]([O:11][C@@H:12]2[CH2:17][CH2:16][CH2:15][CH2:14][C@H:13]2[O:18][CH3:24])[CH:3]=1, predict the reactants needed to synthesize it. The reactants are: [F:1][C:2]1[CH:7]=[CH:6][C:5]([N+:8]([O-:10])=[O:9])=[C:4]([O:11][C@@H:12]2[CH2:17][CH2:16][CH2:15][CH2:14][C@H:13]2[OH:18])[CH:3]=1.F[B-](F)(F)F.[CH3:24][O+](C)C.O. (4) Given the product [Cl:2][C:3]1[C:8]([O:9][C:10]2[C:15]([C:16]([F:18])([F:19])[F:17])=[CH:14][CH:13]=[CH:12][N:11]=2)=[CH:7][C:6]([N:20]=[C:21]2[S:25][C:24](=[O:26])[NH:23][NH:22]2)=[C:5]([F:29])[CH:4]=1, predict the reactants needed to synthesize it. The reactants are: Cl.[Cl:2][C:3]1[C:8]([O:9][C:10]2[C:15]([C:16]([F:19])([F:18])[F:17])=[CH:14][CH:13]=[CH:12][N:11]=2)=[CH:7][C:6]([N:20]=[C:21]2[S:25][C:24](=[O:26])[N:23](C=O)[NH:22]2)=[C:5]([F:29])[CH:4]=1. (5) Given the product [Cl:25][C:26]1[CH:27]=[C:28]([CH:32]=[CH:33][C:34]=1[Cl:35])[CH2:29][N:30]([CH3:31])[C:18]([C:16]1[O:17][C:13]([C:10]2[CH:11]=[CH:12][C:7]([NH:6][S:3]([C:2]([F:24])([F:1])[F:23])(=[O:5])=[O:4])=[CH:8][CH:9]=2)=[N:14][N:15]=1)=[O:20], predict the reactants needed to synthesize it. The reactants are: [F:1][C:2]([F:24])([F:23])[S:3]([NH:6][C:7]1[CH:12]=[CH:11][C:10]([C:13]2[O:17][C:16]([C:18]([O:20]CC)=O)=[N:15][N:14]=2)=[CH:9][CH:8]=1)(=[O:5])=[O:4].[Cl:25][C:26]1[CH:27]=[C:28]([CH:32]=[CH:33][C:34]=1[Cl:35])[CH2:29][NH:30][CH3:31]. (6) Given the product [NH2:1][C:2]1[N:7]=[C:6]([C:8]2[CH:13]=[C:12]([Br:14])[CH:11]=[CH:10][C:9]=2[OH:15])[CH:5]=[C:4]([NH:24][C:21]2[CH:22]=[CH:23][C:18]([Cl:17])=[CH:19][CH:20]=2)[N:3]=1, predict the reactants needed to synthesize it. The reactants are: [NH2:1][C:2]1[N:7]=[C:6]([C:8]2[CH:13]=[C:12]([Br:14])[CH:11]=[CH:10][C:9]=2[OH:15])[CH:5]=[C:4](Cl)[N:3]=1.[Cl:17][C:18]1[CH:23]=[CH:22][C:21]([NH2:24])=[CH:20][CH:19]=1. (7) Given the product [OH:18][CH:16]([CH:12]1[C:13]2[CH:14]=[CH:15][C:2]([OH:1])=[CH:3][C:4]=2[CH:5]2[CH:10]([CH2:9][CH2:8][CH2:7][CH2:6]2)[CH:11]1[C:19]1[CH:24]=[CH:23][C:22]([OH:25])=[CH:21][CH:20]=1)[CH3:17], predict the reactants needed to synthesize it. The reactants are: [OH:1][C:2]1[CH:3]=[C:4]2[C:13](=[CH:14][CH:15]=1)[CH:12]([C:16](=[O:18])[CH3:17])[CH:11]([C:19]1[CH:24]=[CH:23][C:22]([OH:25])=[CH:21][CH:20]=1)[CH:10]1[CH:5]2[CH2:6][CH2:7][CH2:8][CH2:9]1.[BH4-].[Na+].